This data is from Peptide-MHC class II binding affinity with 134,281 pairs from IEDB. The task is: Regression. Given a peptide amino acid sequence and an MHC pseudo amino acid sequence, predict their binding affinity value. This is MHC class II binding data. (1) The peptide sequence is KKSALTLKGTSYKICTD. The MHC is DRB4_0103 with pseudo-sequence DRB4_0103. The binding affinity (normalized) is 0.297. (2) The binding affinity (normalized) is 0.383. The MHC is HLA-DQA10201-DQB10202 with pseudo-sequence HLA-DQA10201-DQB10202. The peptide sequence is FLAVAVVLGLATSPT. (3) The peptide sequence is LGASQRGVGVAQGGV. The MHC is DRB3_0202 with pseudo-sequence DRB3_0202. The binding affinity (normalized) is 0. (4) The binding affinity (normalized) is 0.813. The peptide sequence is YKRQLMNILGAVYRY. The MHC is HLA-DPA10301-DPB10402 with pseudo-sequence HLA-DPA10301-DPB10402. (5) The binding affinity (normalized) is 0.182. The peptide sequence is QLVPKLDEVYNAAYN. The MHC is DRB3_0101 with pseudo-sequence DRB3_0101. (6) The MHC is DRB3_0202 with pseudo-sequence DRB3_0202. The binding affinity (normalized) is 0.507. The peptide sequence is GELQIVDKIPAAFKI. (7) The peptide sequence is DESIFINKLNGAMVE. The MHC is DRB1_0301 with pseudo-sequence DRB1_0301. The binding affinity (normalized) is 0.561.